From a dataset of NCI-60 drug combinations with 297,098 pairs across 59 cell lines. Regression. Given two drug SMILES strings and cell line genomic features, predict the synergy score measuring deviation from expected non-interaction effect. Drug 1: CCC1=CC2CC(C3=C(CN(C2)C1)C4=CC=CC=C4N3)(C5=C(C=C6C(=C5)C78CCN9C7C(C=CC9)(C(C(C8N6C)(C(=O)OC)O)OC(=O)C)CC)OC)C(=O)OC.C(C(C(=O)O)O)(C(=O)O)O. Drug 2: CC1OCC2C(O1)C(C(C(O2)OC3C4COC(=O)C4C(C5=CC6=C(C=C35)OCO6)C7=CC(=C(C(=C7)OC)O)OC)O)O. Cell line: SF-539. Synergy scores: CSS=44.7, Synergy_ZIP=2.44, Synergy_Bliss=1.57, Synergy_Loewe=-7.38, Synergy_HSA=4.13.